This data is from Full USPTO retrosynthesis dataset with 1.9M reactions from patents (1976-2016). The task is: Predict the reactants needed to synthesize the given product. (1) Given the product [Br:1][C:2]1[C:3]([C:14]2[S:16][CH:18]=[C:19]([C:20]([F:23])([F:22])[F:21])[N:15]=2)=[CH:4][C:5]([NH:8][C:9]([NH:11][CH2:12][CH3:13])=[O:10])=[N:6][CH:7]=1, predict the reactants needed to synthesize it. The reactants are: [Br:1][C:2]1[C:3]([C:14](=[S:16])[NH2:15])=[CH:4][C:5]([NH:8][C:9]([NH:11][CH2:12][CH3:13])=[O:10])=[N:6][CH:7]=1.Br[CH2:18][C:19](=O)[C:20]([F:23])([F:22])[F:21]. (2) Given the product [CH2:11]([O:18][C:19](=[O:36])[NH:20][C@@H:21]([CH2:27][O:28][CH2:29][C:30]1[CH:31]=[CH:32][CH:33]=[CH:34][CH:35]=1)[CH2:22][S:23](=[O:25])(=[O:24])[NH:10][CH:7]1[CH2:8][CH2:9][N:4]([CH:1]([CH3:3])[CH3:2])[CH2:5][CH2:6]1)[C:12]1[CH:13]=[CH:14][CH:15]=[CH:16][CH:17]=1, predict the reactants needed to synthesize it. The reactants are: [CH:1]([N:4]1[CH2:9][CH2:8][CH:7]([NH2:10])[CH2:6][CH2:5]1)([CH3:3])[CH3:2].[CH2:11]([O:18][C:19](=[O:36])[NH:20][C@@H:21]([CH2:27][O:28][CH2:29][C:30]1[CH:35]=[CH:34][CH:33]=[CH:32][CH:31]=1)[CH2:22][S:23](Cl)(=[O:25])=[O:24])[C:12]1[CH:17]=[CH:16][CH:15]=[CH:14][CH:13]=1. (3) Given the product [NH:26]([C:27]([O:19][CH2:18][CH2:17][C:13]1[CH:12]=[C:11]([CH2:10][CH:4]([O:3][CH2:1][CH3:2])[C:5]([OH:7])=[O:6])[CH:16]=[CH:15][CH:14]=1)=[O:28])[C:20]1[CH:25]=[CH:24][CH:23]=[CH:22][CH:21]=1, predict the reactants needed to synthesize it. The reactants are: [CH2:1]([O:3][CH:4]([CH2:10][C:11]1[CH:16]=[CH:15][CH:14]=[C:13]([CH2:17][CH2:18][OH:19])[CH:12]=1)[C:5]([O:7]CC)=[O:6])[CH3:2].[C:20]1([N:26]=[C:27]=[O:28])[CH:25]=[CH:24][CH:23]=[CH:22][CH:21]=1.